From a dataset of Peptide-MHC class I binding affinity with 185,985 pairs from IEDB/IMGT. Regression. Given a peptide amino acid sequence and an MHC pseudo amino acid sequence, predict their binding affinity value. This is MHC class I binding data. The peptide sequence is YEFRRVKSY. The MHC is HLA-A02:03 with pseudo-sequence HLA-A02:03. The binding affinity (normalized) is 0.